Dataset: Forward reaction prediction with 1.9M reactions from USPTO patents (1976-2016). Task: Predict the product of the given reaction. (1) The product is: [C:22]([N:26]1[C:9]([C:10]2[CH:15]=[CH:14][C:13]([C:16]([F:19])([F:18])[F:17])=[CH:12][CH:11]=2)=[CH:8][C:2]([C:3]([O:5][CH2:6][CH3:7])=[O:4])=[N:27]1)([CH3:25])([CH3:24])[CH3:23]. Given the reactants O=[C:2]([CH2:8][C:9](=O)[C:10]1[CH:15]=[CH:14][C:13]([C:16]([F:19])([F:18])[F:17])=[CH:12][CH:11]=1)[C:3]([O:5][CH2:6][CH3:7])=[O:4].Cl.[C:22]([NH:26][NH2:27])([CH3:25])([CH3:24])[CH3:23].Cl.CCCCCC, predict the reaction product. (2) Given the reactants [NH2:1][C:2]1[C:3]2[N:4]([C:8]([C@@H:26]3[CH2:30][CH2:29][CH2:28][NH:27]3)=[N:9][C:10]=2[C:11]2[CH:25]=[CH:24][C:14]([C:15]([NH:17][C:18]3[CH:23]=[CH:22][CH:21]=[CH:20][N:19]=3)=[O:16])=[CH:13][CH:12]=2)[CH:5]=[CH:6][N:7]=1.[CH3:31][N:32]([CH3:39])[CH2:33]/[CH:34]=[CH:35]/[C:36](O)=[O:37], predict the reaction product. The product is: [NH2:1][C:2]1[C:3]2[N:4]([C:8]([C@@H:26]3[CH2:30][CH2:29][CH2:28][N:27]3[C:36](=[O:37])/[CH:35]=[CH:34]/[CH2:33][N:32]([CH3:39])[CH3:31])=[N:9][C:10]=2[C:11]2[CH:25]=[CH:24][C:14]([C:15]([NH:17][C:18]3[CH:23]=[CH:22][CH:21]=[CH:20][N:19]=3)=[O:16])=[CH:13][CH:12]=2)[CH:5]=[CH:6][N:7]=1. (3) Given the reactants [C:1]([O:5][C:6]1[CH:15]=[CH:14][C:9]([C:10](OC)=[O:11])=[CH:8][N:7]=1)([CH3:4])([CH3:3])[CH3:2].C(O)C.[BH4-].[Na+].CO, predict the reaction product. The product is: [C:1]([O:5][C:6]1[N:7]=[CH:8][C:9]([CH2:10][OH:11])=[CH:14][CH:15]=1)([CH3:4])([CH3:2])[CH3:3]. (4) Given the reactants [CH3:1][O:2][P:3](=[S:7])([O:5][CH3:6])[SH:4].[C:8]([O:17][CH2:18][CH3:19])(=[O:16])/[CH:9]=[CH:10]\[C:11]([O:13][CH2:14][CH3:15])=[O:12].C1(C=CC(O)=CC=1)O, predict the reaction product. The product is: [CH3:19][CH2:18][O:17][C:8]([CH2:9][CH:10]([S:7][P:3]([O:5][CH3:6])([O:2][CH3:1])=[S:4])[C:11]([O:13][CH2:14][CH3:15])=[O:12])=[O:16]. (5) Given the reactants [N+:1]([C:4]1[CH:5]=[CH:6][C:7](=[O:11])[N:8]([CH3:10])[CH:9]=1)([O-])=O, predict the reaction product. The product is: [NH2:1][C:4]1[CH:5]=[CH:6][C:7](=[O:11])[N:8]([CH3:10])[CH:9]=1. (6) Given the reactants [ClH:1].[F:2][C:3]1[CH:4]=[C:5]([C@H:10]([NH2:24])[CH2:11][CH2:12][CH:13]2[C:18](=[O:19])[N:17]([CH2:20][CH3:21])[C:16](=[O:22])[NH:15][C:14]2=O)[CH:6]=[CH:7][C:8]=1[F:9], predict the reaction product. The product is: [NH2:24][C@@H:10]([C:5]1[CH:6]=[CH:7][C:8]([F:9])=[C:3]([F:2])[CH:4]=1)[CH2:11][CH2:12][C:13]1[C:18](=[O:19])[N:17]([CH2:20][CH3:21])[C:16](=[O:22])[NH:15][C:14]=1[Cl:1]. (7) Given the reactants [H-].[Na+].[F:3][C:4]1[C:5]([CH2:16][N:17]([CH3:25])[C:18](=[O:24])[O:19][C:20]([CH3:23])([CH3:22])[CH3:21])=[CH:6][NH:7][C:8]=1[C:9]1[C:10]([F:15])=[N:11][CH:12]=[CH:13][CH:14]=1.C1OCCOCCOCCOCCOC1.[F:41][C:42]1[CH:43]=[C:44]([S:48](Cl)(=[O:50])=[O:49])[CH:45]=[CH:46][CH:47]=1, predict the reaction product. The product is: [F:3][C:4]1[C:5]([CH2:16][N:17]([CH3:25])[C:18](=[O:24])[O:19][C:20]([CH3:21])([CH3:22])[CH3:23])=[CH:6][N:7]([S:48]([C:44]2[CH:45]=[CH:46][CH:47]=[C:42]([F:41])[CH:43]=2)(=[O:50])=[O:49])[C:8]=1[C:9]1[C:10]([F:15])=[N:11][CH:12]=[CH:13][CH:14]=1. (8) Given the reactants [CH2:1]([CH:3]1[CH:7]([C:8]2[N:12]3[C:13]4[CH:19]=[CH:18][NH:17][C:14]=4[N:15]=[CH:16][C:11]3=[N:10][N:9]=2)[CH2:6][CH:5]([CH2:20][CH2:21][CH2:22][C:23]([NH2:25])=O)[CH2:4]1)[CH3:2].C(OC(C(F)(F)F)=O)(C(F)(F)F)=O, predict the reaction product. The product is: [CH2:1]([C@H:3]1[C@@H:7]([C:8]2[N:12]3[C:13]4[CH:19]=[CH:18][NH:17][C:14]=4[N:15]=[CH:16][C:11]3=[N:10][N:9]=2)[CH2:6][C@@H:5]([CH2:20][CH2:21][CH2:22][C:23]#[N:25])[CH2:4]1)[CH3:2]. (9) Given the reactants Br[C:2]1[S:3][C:4]2[C:10]([Br:11])=[C:9]([O:12][CH3:13])[CH:8]=[CH:7][C:5]=2[N:6]=1.[CH3:14][O:15][C:16]1[CH:21]=[CH:20][C:19](B(O)O)=[CH:18][CH:17]=1.[F-].[Cs+].Cl, predict the reaction product. The product is: [Br:11][C:10]1[C:4]2[S:3][C:2]([C:19]3[CH:20]=[CH:21][C:16]([O:15][CH3:14])=[CH:17][CH:18]=3)=[N:6][C:5]=2[CH:7]=[CH:8][C:9]=1[O:12][CH3:13].